Predict the reactants needed to synthesize the given product. From a dataset of Full USPTO retrosynthesis dataset with 1.9M reactions from patents (1976-2016). (1) Given the product [Br:1][C:58]1[C:57]([O:56][CH3:55])=[CH:62][C:61]([OH:63])=[C:60]([CH2:64][CH3:65])[CH:59]=1, predict the reactants needed to synthesize it. The reactants are: [Br-:1].[Br-].[Br-].C([N+](CCCC)(CCCC)CCCC)CCC.C([N+](CCCC)(CCCC)CCCC)CCC.C([N+](CCCC)(CCCC)CCCC)CCC.[CH3:55][O:56][C:57]1[CH:58]=[CH:59][C:60]([CH2:64][CH3:65])=[C:61]([OH:63])[CH:62]=1. (2) Given the product [ClH:32].[O:1]=[S:2]1(=[O:22])[C@@H:7]([CH2:8][CH2:9][CH2:10][NH:35][CH3:34])[O:6][C:5]2[CH:12]=[CH:13][CH:14]=[CH:15][C:4]=2[N:3]1[C:16]1[CH:21]=[CH:20][CH:19]=[CH:18][CH:17]=1, predict the reactants needed to synthesize it. The reactants are: [O:1]=[S:2]1(=[O:22])[C@@H:7]([CH2:8][CH2:9][CH2:10]O)[O:6][C:5]2[CH:12]=[CH:13][CH:14]=[CH:15][C:4]=2[N:3]1[C:16]1[CH:21]=[CH:20][CH:19]=[CH:18][CH:17]=1.C1(C)C=CC(S([Cl:32])(=O)=O)=CC=1.[CH3:34][NH2:35].Cl. (3) Given the product [Cl:10][CH2:11][C:12]([NH:5][C:4]1[CH:6]=[CH:7][C:8]([F:9])=[C:2]([F:1])[CH:3]=1)=[O:13], predict the reactants needed to synthesize it. The reactants are: [F:1][C:2]1[CH:3]=[C:4]([CH:6]=[CH:7][C:8]=1[F:9])[NH2:5].[Cl:10][CH2:11][C:12](Cl)=[O:13]. (4) Given the product [CH2:1]([O:8][C:9](=[O:34])[C@H:10]([NH:26][C:27]([O:29][C:30]([CH3:32])([CH3:31])[CH3:33])=[O:28])[CH2:11][C:12]1[C:20]2[C:15](=[CH:16][CH:17]=[CH:18][CH:19]=2)[N:14]([CH3:21])[CH:13]=1)[C:2]1[CH:7]=[CH:6][CH:5]=[CH:4][CH:3]=1, predict the reactants needed to synthesize it. The reactants are: [CH2:1]([O:8][C:9](=[O:34])[C@H:10]([NH:26][C:27]([O:29][C:30]([CH3:33])([CH3:32])[CH3:31])=[O:28])[CH2:11][C:12]1[C:20]2[C:15](=[CH:16][CH:17]=[CH:18][CH:19]=2)[N:14]([CH2:21]CCCC)[CH:13]=1)[C:2]1[CH:7]=[CH:6][CH:5]=[CH:4][CH:3]=1.IC.C(=O)([O-])[O-].[Cs+].[Cs+]. (5) Given the product [CH2:6]([NH:8][CH2:9][CH2:10][O:11][Si:13]([CH2:18][CH3:19])([CH2:16][CH3:17])[CH2:14][CH3:15])[CH3:7], predict the reactants needed to synthesize it. The reactants are: N1C=CN=C1.[CH2:6]([NH:8][CH2:9][CH2:10][OH:11])[CH3:7].Cl[Si:13]([CH2:18][CH3:19])([CH2:16][CH3:17])[CH2:14][CH3:15].